This data is from Catalyst prediction with 721,799 reactions and 888 catalyst types from USPTO. The task is: Predict which catalyst facilitates the given reaction. (1) Reactant: [F:1][C:2]1[CH:7]=[CH:6][C:5]([C:8]2[N:12]=[C:11]([NH2:13])[NH:10][N:9]=2)=[CH:4][CH:3]=1.[CH2:14]([N:16]1[C:24]2[C:19](=[CH:20][C:21]([C:25](=O)[CH2:26][C:27](OCC)=[O:28])=[CH:22][CH:23]=2)[CH:18]=[N:17]1)[CH3:15].CC1C=CC(S(O)(=O)=O)=CC=1. Product: [CH2:14]([N:16]1[C:24]2[C:19](=[CH:20][C:21]([C:25]3[NH:13][C:11]4[N:10]([N:9]=[C:8]([C:5]5[CH:4]=[CH:3][C:2]([F:1])=[CH:7][CH:6]=5)[N:12]=4)[C:27](=[O:28])[CH:26]=3)=[CH:22][CH:23]=2)[CH:18]=[N:17]1)[CH3:15]. The catalyst class is: 400. (2) Reactant: [NH2:1][C:2]1[CH:3]=[N:4][C:5]2[C:10]([C:11]=1[NH:12][CH2:13][CH2:14][CH2:15][CH2:16][NH:17][C:18](=[O:24])[O:19][C:20]([CH3:23])([CH3:22])[CH3:21])=[CH:9][CH:8]=[C:7]([O:25][CH2:26][C:27]1[CH:32]=[CH:31][CH:30]=[CH:29][CH:28]=1)[CH:6]=2.C(N(CC)CC)C.[CH3:40][O:41][CH2:42][CH2:43][C:44](Cl)=O. Product: [CH2:26]([O:25][C:7]1[CH:8]=[CH:9][C:10]2[C:11]3[N:12]([CH2:13][CH2:14][CH2:15][CH2:16][NH:17][C:18](=[O:24])[O:19][C:20]([CH3:23])([CH3:22])[CH3:21])[C:44]([CH2:43][CH2:42][O:41][CH3:40])=[N:1][C:2]=3[CH:3]=[N:4][C:5]=2[CH:6]=1)[C:27]1[CH:28]=[CH:29][CH:30]=[CH:31][CH:32]=1. The catalyst class is: 4.